This data is from NCI-60 drug combinations with 297,098 pairs across 59 cell lines. The task is: Regression. Given two drug SMILES strings and cell line genomic features, predict the synergy score measuring deviation from expected non-interaction effect. (1) Drug 1: COC1=CC(=CC(=C1O)OC)C2C3C(COC3=O)C(C4=CC5=C(C=C24)OCO5)OC6C(C(C7C(O6)COC(O7)C8=CC=CS8)O)O. Drug 2: CC1CCC2CC(C(=CC=CC=CC(CC(C(=O)C(C(C(=CC(C(=O)CC(OC(=O)C3CCCCN3C(=O)C(=O)C1(O2)O)C(C)CC4CCC(C(C4)OC)OCCO)C)C)O)OC)C)C)C)OC. Cell line: IGROV1. Synergy scores: CSS=49.1, Synergy_ZIP=-0.236, Synergy_Bliss=-0.598, Synergy_Loewe=6.18, Synergy_HSA=7.69. (2) Cell line: SNB-75. Drug 1: CS(=O)(=O)C1=CC(=C(C=C1)C(=O)NC2=CC(=C(C=C2)Cl)C3=CC=CC=N3)Cl. Synergy scores: CSS=7.08, Synergy_ZIP=-0.158, Synergy_Bliss=5.63, Synergy_Loewe=3.25, Synergy_HSA=3.51. Drug 2: C1C(C(OC1N2C=NC3=C2NC=NCC3O)CO)O. (3) Drug 1: C1C(C(OC1N2C=NC3=C(N=C(N=C32)Cl)N)CO)O. Drug 2: CC1=C(C=C(C=C1)C(=O)NC2=CC(=CC(=C2)C(F)(F)F)N3C=C(N=C3)C)NC4=NC=CC(=N4)C5=CN=CC=C5. Cell line: HOP-62. Synergy scores: CSS=24.2, Synergy_ZIP=6.09, Synergy_Bliss=8.26, Synergy_Loewe=8.26, Synergy_HSA=9.39. (4) Drug 1: CCC1=CC2CC(C3=C(CN(C2)C1)C4=CC=CC=C4N3)(C5=C(C=C6C(=C5)C78CCN9C7C(C=CC9)(C(C(C8N6C)(C(=O)OC)O)OC(=O)C)CC)OC)C(=O)OC.C(C(C(=O)O)O)(C(=O)O)O. Drug 2: C1=CC(=CC=C1CC(C(=O)O)N)N(CCCl)CCCl.Cl. Cell line: ACHN. Synergy scores: CSS=52.8, Synergy_ZIP=4.93, Synergy_Bliss=5.68, Synergy_Loewe=2.77, Synergy_HSA=8.35. (5) Drug 1: C1=CC(=CC=C1CCC2=CNC3=C2C(=O)NC(=N3)N)C(=O)NC(CCC(=O)O)C(=O)O. Drug 2: C1=CC=C(C(=C1)C(C2=CC=C(C=C2)Cl)C(Cl)Cl)Cl. Cell line: CAKI-1. Synergy scores: CSS=13.6, Synergy_ZIP=-2.59, Synergy_Bliss=-3.55, Synergy_Loewe=-14.7, Synergy_HSA=-3.46. (6) Drug 1: C1=C(C(=O)NC(=O)N1)F. Drug 2: CC(C1=C(C=CC(=C1Cl)F)Cl)OC2=C(N=CC(=C2)C3=CN(N=C3)C4CCNCC4)N. Cell line: SNB-19. Synergy scores: CSS=29.7, Synergy_ZIP=-0.373, Synergy_Bliss=-0.672, Synergy_Loewe=0.147, Synergy_HSA=0.469. (7) Drug 1: CN1CCC(CC1)COC2=C(C=C3C(=C2)N=CN=C3NC4=C(C=C(C=C4)Br)F)OC. Drug 2: B(C(CC(C)C)NC(=O)C(CC1=CC=CC=C1)NC(=O)C2=NC=CN=C2)(O)O. Cell line: TK-10. Synergy scores: CSS=5.18, Synergy_ZIP=-4.72, Synergy_Bliss=0.818, Synergy_Loewe=-0.0182, Synergy_HSA=-0.119. (8) Drug 1: C1C(C(OC1N2C=NC3=C(N=C(N=C32)Cl)N)CO)O. Drug 2: CCC(=C(C1=CC=CC=C1)C2=CC=C(C=C2)OCCN(C)C)C3=CC=CC=C3.C(C(=O)O)C(CC(=O)O)(C(=O)O)O. Cell line: SF-268. Synergy scores: CSS=-1.13, Synergy_ZIP=-2.08, Synergy_Bliss=1.02, Synergy_Loewe=-7.27, Synergy_HSA=-2.83. (9) Drug 1: CN(CC1=CN=C2C(=N1)C(=NC(=N2)N)N)C3=CC=C(C=C3)C(=O)NC(CCC(=O)O)C(=O)O. Drug 2: CCN(CC)CCCC(C)NC1=C2C=C(C=CC2=NC3=C1C=CC(=C3)Cl)OC. Cell line: RPMI-8226. Synergy scores: CSS=61.5, Synergy_ZIP=-8.16, Synergy_Bliss=-8.12, Synergy_Loewe=-31.1, Synergy_HSA=-3.03. (10) Drug 1: COC1=C(C=C2C(=C1)N=CN=C2NC3=CC(=C(C=C3)F)Cl)OCCCN4CCOCC4. Drug 2: C1=CN(C(=O)N=C1N)C2C(C(C(O2)CO)O)O.Cl. Cell line: SK-MEL-2. Synergy scores: CSS=39.0, Synergy_ZIP=-5.06, Synergy_Bliss=2.43, Synergy_Loewe=4.72, Synergy_HSA=6.03.